Dataset: Reaction yield outcomes from USPTO patents with 853,638 reactions. Task: Predict the reaction yield, written as a fraction of the theoretical maximum amount of product (1.0 means a 100% yield; for example, 0.34 means a 34% yield). (1) The reactants are [Br:1][C:2]1[CH:17]=[C:16]([S:18]([CH2:21][CH3:22])(=[O:20])=[O:19])[CH:15]=[CH:14][C:3]=1[O:4][C:5]1[C:10]([CH3:11])=[CH:9][CH:8]=[CH:7][C:6]=1[CH2:12]Br.[NH:23]1[CH2:27][CH2:26][CH2:25][C:24]1=[O:28].[H-].[Na+]. The catalyst is O1CCCC1. The product is [Br:1][C:2]1[CH:17]=[C:16]([S:18]([CH2:21][CH3:22])(=[O:20])=[O:19])[CH:15]=[CH:14][C:3]=1[O:4][C:5]1[C:10]([CH3:11])=[CH:9][CH:8]=[CH:7][C:6]=1[CH2:12][N:23]1[CH2:27][CH2:26][CH2:25][C:24]1=[O:28]. The yield is 0.495. (2) The reactants are [CH2:1]([N:5]1[CH:9]=[CH:8][N:7]=[CH:6]1)[CH2:2][CH2:3][CH3:4].[CH2:10]([O:12][P:13]([O-:17])[O:14][CH2:15][CH3:16])[CH3:11]. No catalyst specified. The product is [CH2:10]([O:12][P:13]([O-:17])[O-:14])[CH3:11].[CH2:1]([N+:5]1[CH:9]=[CH:8][N:7]([CH2:15][CH3:16])[CH:6]=1)[CH2:2][CH2:3][CH3:4].[CH2:1]([N+:5]1[CH:9]=[CH:8][N:7]([CH2:10][CH3:11])[CH:6]=1)[CH2:2][CH2:3][CH3:4]. The yield is 0.930. (3) The reactants are [Si]([O:8][CH2:9][C@@:10]1([CH3:35])[S:16][CH2:15][CH2:14][N:13]2[C:17]([C:20]3([C:23]4[CH:28]=[CH:27][C:26]([C:29]5[CH:30]=[N:31][CH:32]=[CH:33][CH:34]=5)=[CH:25][CH:24]=4)[CH2:22][CH2:21]3)=[N:18][N:19]=[C:12]2[CH2:11]1)(C(C)(C)C)(C)C.Cl. The catalyst is CO.O1CCOCC1. The product is [CH3:35][C@:10]1([CH2:9][OH:8])[S:16][CH2:15][CH2:14][N:13]2[C:17]([C:20]3([C:23]4[CH:28]=[CH:27][C:26]([C:29]5[CH:30]=[N:31][CH:32]=[CH:33][CH:34]=5)=[CH:25][CH:24]=4)[CH2:22][CH2:21]3)=[N:18][N:19]=[C:12]2[CH2:11]1. The yield is 0.430. (4) The catalyst is C(#N)CC. The product is [Cl:35][C:36]1[CH:41]=[CH:40][C:39]([CH:42]2[CH2:43][CH2:44][N:45]([CH2:2][C:3]3[CH:16]=[N:15][C:6]4[N:7]([CH:12]([CH3:14])[CH3:13])[CH2:8][C:9](=[O:11])[NH:10][C:5]=4[CH:4]=3)[CH2:46][CH2:47]2)=[CH:38][CH:37]=1. The reactants are O[CH2:2][C:3]1[CH:16]=[N:15][C:6]2[N:7]([CH:12]([CH3:14])[CH3:13])[CH2:8][C:9](=[O:11])[NH:10][C:5]=2[CH:4]=1.[I-].C(C[P+](C)(C)C)#N.CCN(C(C)C)C(C)C.Cl.[Cl:35][C:36]1[CH:41]=[CH:40][C:39]([CH:42]2[CH2:47][CH2:46][NH:45][CH2:44][CH2:43]2)=[CH:38][CH:37]=1. The yield is 0.160. (5) The reactants are [CH3:1][C@@:2]12[C:18](=[O:19])[CH2:17][CH2:16][C@H:15]1[C@H:14]1[C@@H:5]([C:6]3[CH:7]=[CH:8][C:9]([OH:20])=[CH:10][C:11]=3[CH2:12][CH2:13]1)[CH2:4][CH2:3]2.[C:21]12(O)[CH2:30][CH:25]3[CH2:26][CH:27]([CH2:29][CH:23]([CH2:24]3)[CH2:22]1)[CH2:28]2.B(F)(F)F.CCOCC. The catalyst is CCCCC. The product is [C:21]12([C:8]3[C:9]([OH:20])=[CH:10][C:11]4[CH2:12][CH2:13][C@@H:14]5[C@@H:5]([C:6]=4[CH:7]=3)[CH2:4][CH2:3][C@@:2]3([CH3:1])[C@H:15]5[CH2:16][CH2:17][C:18]3=[O:19])[CH2:30][CH:25]3[CH2:26][CH:27]([CH2:29][CH:23]([CH2:24]3)[CH2:22]1)[CH2:28]2. The yield is 0.767. (6) The reactants are [NH2:1][C:2]1[C:9]([OH:10])=[CH:8][C:7]([S:11]([CH:14]([CH3:16])[CH3:15])(=[O:13])=[O:12])=[CH:6][C:3]=1[C:4]#[N:5].CC1C=CC(S(O[CH2:28][CH2:29][CH2:30][S:31]([CH3:34])(=[O:33])=[O:32])(=O)=O)=CC=1.C(=O)([O-])[O-].[K+].[K+].CN(C)C=O. The catalyst is O. The product is [NH2:1][C:2]1[C:9]([O:10][CH2:28][CH2:29][CH2:30][S:31]([CH3:34])(=[O:33])=[O:32])=[CH:8][C:7]([S:11]([CH:14]([CH3:16])[CH3:15])(=[O:13])=[O:12])=[CH:6][C:3]=1[C:4]#[N:5]. The yield is 0.870. (7) The yield is 0.830. The reactants are COC1C=C(C=CC=1)CN(CC1C=CC(C(OC)=O)=CC=1)S(C1C=CC(Cl)=CC=1)(=O)=O.[Cl:32][C:33]1[CH:38]=[CH:37][C:36]([S:39]([NH:42][CH2:43][C:44]2[CH:49]=[CH:48][C:47]([C:50]#[N:51])=[CH:46][CH:45]=2)(=[O:41])=[O:40])=[CH:35][CH:34]=1.[Cl:52][C:53]1[CH:60]=[C:59]([F:61])[CH:58]=[CH:57][C:54]=1[CH2:55]Br. No catalyst specified. The product is [Cl:32][C:33]1[CH:38]=[CH:37][C:36]([S:39]([N:42]([CH2:43][C:44]2[CH:49]=[CH:48][C:47]([C:50]#[N:51])=[CH:46][CH:45]=2)[CH2:55][C:54]2[CH:57]=[CH:58][C:59]([F:61])=[CH:60][C:53]=2[Cl:52])(=[O:40])=[O:41])=[CH:35][CH:34]=1. (8) The reactants are C([NH:4][C:5]1(C(OCC)=O)[CH2:14][C:13]2[C:8](=[CH:9][CH:10]=[CH:11][CH:12]=2)[NH:7][C:6]1=[O:15])(=O)C. The catalyst is Cl. The product is [NH2:4][CH:5]1[CH2:14][C:13]2[C:8](=[CH:9][CH:10]=[CH:11][CH:12]=2)[NH:7][C:6]1=[O:15]. The yield is 0.720. (9) The reactants are [C:1]([C:3]1[C:4]([CH3:15])=[N:5][S:6][C:7]=1[NH:8][C:9](=[O:14])[CH2:10][CH:11]([CH3:13])[CH3:12])#[N:2].[OH:16]O.Cl. The catalyst is [NH4+].[OH-]. The product is [CH3:15][C:4]1[C:3]([C:1]([NH2:2])=[O:16])=[C:7]([NH:8][C:9](=[O:14])[CH2:10][CH:11]([CH3:13])[CH3:12])[S:6][N:5]=1. The yield is 0.460. (10) The reactants are [O:1]1[C@H:8]([CH2:9][OH:10])[C@@H:6]([OH:7])[C@H:4]([OH:5])[CH:3]=[CH:2]1.CCCC[Sn](O[Sn](CCCC)(CCCC)CCCC)(CCCC)CCCC.C(#N)C.[I:41]I. The catalyst is CCOC(C)=O.C1(C)C=CC=CC=1.CC(C)=O. The product is [I:41][C@@H:3]1[C@@H:4]([OH:5])[C@H:6]([OH:7])[C@H:8]2[CH2:9][O:10][C@@H:2]1[O:1]2. The yield is 1.00.